Dataset: Peptide-MHC class I binding affinity with 185,985 pairs from IEDB/IMGT. Task: Regression. Given a peptide amino acid sequence and an MHC pseudo amino acid sequence, predict their binding affinity value. This is MHC class I binding data. (1) The peptide sequence is EALYYVHSL. The MHC is HLA-A68:02 with pseudo-sequence HLA-A68:02. The binding affinity (normalized) is 0.459. (2) The peptide sequence is HILRSQGPF. The MHC is HLA-B15:01 with pseudo-sequence HLA-B15:01. The binding affinity (normalized) is 0.126.